Task: Predict the reactants needed to synthesize the given product.. Dataset: Full USPTO retrosynthesis dataset with 1.9M reactions from patents (1976-2016) (1) Given the product [CH:15]1[C:24]2[C:19](=[CH:20][CH:21]=[CH:22][CH:23]=2)[CH:18]=[CH:17][C:16]=1[CH2:25][NH:26][C:10](=[O:12])[CH2:9][CH2:8][C:5]1[CH:6]=[CH:7][C:2]([OH:1])=[C:3]([O:13][CH3:14])[CH:4]=1, predict the reactants needed to synthesize it. The reactants are: [OH:1][C:2]1[CH:7]=[CH:6][C:5]([CH2:8][CH2:9][C:10]([OH:12])=O)=[CH:4][C:3]=1[O:13][CH3:14].[CH:15]1[C:24]2[C:19](=[CH:20][CH:21]=[CH:22][CH:23]=2)[CH:18]=[CH:17][C:16]=1[CH2:25][NH2:26].CCN=C=NCCCN(C)C.CN(C)C=O. (2) Given the product [NH2:1][C:2]1[S:3][C:4]([Cl:16])=[CH:5][C:6]=1[C:7]([C:9]1[CH:14]=[CH:13][C:12]([F:15])=[CH:11][CH:10]=1)=[O:8], predict the reactants needed to synthesize it. The reactants are: [NH2:1][C:2]1[S:3][CH:4]=[CH:5][C:6]=1[C:7]([C:9]1[CH:14]=[CH:13][C:12]([F:15])=[CH:11][CH:10]=1)=[O:8].[Cl:16]N1C(=O)CCC1=O. (3) Given the product [C:26]([Si:30]([CH3:41])([CH3:40])[O:31][CH2:32][CH2:33][N:34]1[CH:38]=[CH:37][C:36]([NH:39][C:7](=[O:8])[CH:6]([N:10]2[C:15](=[O:16])[CH:14]=[C:13]([O:17][C:18]3[C:19]([F:25])=[CH:20][CH:21]=[CH:22][C:23]=3[F:24])[CH:12]=[N:11]2)[CH2:5][CH:1]2[CH2:4][CH2:3][CH2:2]2)=[N:35]1)([CH3:29])([CH3:28])[CH3:27], predict the reactants needed to synthesize it. The reactants are: [CH:1]1([CH2:5][CH:6]([N:10]2[C:15](=[O:16])[CH:14]=[C:13]([O:17][C:18]3[C:23]([F:24])=[CH:22][CH:21]=[CH:20][C:19]=3[F:25])[CH:12]=[N:11]2)[C:7](O)=[O:8])[CH2:4][CH2:3][CH2:2]1.[C:26]([Si:30]([CH3:41])([CH3:40])[O:31][CH2:32][CH2:33][N:34]1[CH:38]=[CH:37][C:36]([NH2:39])=[N:35]1)([CH3:29])([CH3:28])[CH3:27].